From a dataset of Reaction yield outcomes from USPTO patents with 853,638 reactions. Predict the reaction yield, written as a fraction of the theoretical maximum amount of product (1.0 means a 100% yield; for example, 0.34 means a 34% yield). (1) The reactants are [C:1](N1C=CN=C1)(N1C=CN=C1)=[O:2].[Br:13][C:14]1[CH:19]=[CH:18][C:17]([OH:20])=[C:16]([C:21]2[NH:22][C:23]3[C:28]([CH:29]=2)=[CH:27][CH:26]=[CH:25][CH:24]=3)[CH:15]=1. The catalyst is CN(C1C=CN=CC=1)C.ClCCl. The product is [Br:13][C:14]1[CH:19]=[CH:18][C:17]2[O:20][C:1](=[O:2])[N:22]3[C:23]4[CH:24]=[CH:25][CH:26]=[CH:27][C:28]=4[CH:29]=[C:21]3[C:16]=2[CH:15]=1. The yield is 0.796. (2) The yield is 0.720. The reactants are [H-].[Na+].[CH3:3][CH2:4][CH:5](P(OCC)(OCC)=O)[C:6]([O:8][CH2:9][CH3:10])=[O:7].[CH3:19][NH:20][C:21]1[CH:22]=[C:23]([C:27]2[CH:32]=[CH:31][C:30]([CH:33]=O)=[CH:29][CH:28]=2)[CH:24]=[CH:25][CH:26]=1.[Cl-].[NH4+]. The catalyst is O1CCCC1. The product is [CH3:19][NH:20][C:21]1[CH:22]=[C:23]([C:27]2[CH:32]=[CH:31][C:30](/[CH:33]=[C:5](\[CH2:4][CH3:3])/[C:6]([O:8][CH2:9][CH3:10])=[O:7])=[CH:29][CH:28]=2)[CH:24]=[CH:25][CH:26]=1.